This data is from Full USPTO retrosynthesis dataset with 1.9M reactions from patents (1976-2016). The task is: Predict the reactants needed to synthesize the given product. (1) Given the product [F:1][C:2]1[CH:7]=[CH:6][CH:5]=[C:4]([F:8])[C:3]=1[C:9]1[N:14]=[C:13]2[C:15]([C:18]3[CH:19]=[C:20]([NH:24][CH:25]4[CH2:30][CH2:29][CH2:28][NH:27][CH2:26]4)[CH:21]=[N:22][CH:23]=3)=[CH:16][NH:17][C:12]2=[CH:11][CH:10]=1, predict the reactants needed to synthesize it. The reactants are: [F:1][C:2]1[CH:7]=[CH:6][CH:5]=[C:4]([F:8])[C:3]=1[C:9]1[N:14]=[C:13]2[C:15]([C:18]3[CH:19]=[C:20]([NH:24][CH:25]4[CH2:30][CH2:29][CH2:28][N:27](C(OC(C)(C)C)=O)[CH2:26]4)[CH:21]=[N:22][CH:23]=3)=[CH:16][NH:17][C:12]2=[CH:11][CH:10]=1.Cl.CC(O)C. (2) Given the product [OH:1][CH2:2][C:3]1[C:4]2[N:5]([N:11]=[C:12]([CH2:17][O:18][CH:19]3[CH2:24][CH2:23][CH2:22][CH2:21][O:20]3)[CH:13]=2)[C:6]([O:9][CH3:10])=[CH:7][CH:8]=1.[OH:18][CH2:17][C:12]1[CH:13]=[C:4]2[C:3]([CH2:2][OH:1])=[CH:8][CH:7]=[C:6]([O:9][CH3:10])[N:5]2[N:11]=1, predict the reactants needed to synthesize it. The reactants are: [OH:1][CH2:2][C:3]1[C:4]2[N:5]([N:11]=[C:12]([CH2:17][O:18][CH:19]3[CH2:24][CH2:23][CH2:22][CH2:21][O:20]3)[C:13]=2C(O)=O)[C:6]([O:9][CH3:10])=[CH:7][CH:8]=1. (3) Given the product [ClH:26].[C:7]1([N:6]2[CH:5]=[CH:4][N:3]([CH:13]3[CH2:14][CH2:15][NH:16][CH2:17][CH2:18]3)[C:2]2=[O:1])[CH:8]=[CH:9][CH:10]=[CH:11][CH:12]=1, predict the reactants needed to synthesize it. The reactants are: [O:1]=[C:2]1[N:6]([C:7]2[CH:12]=[CH:11][CH:10]=[CH:9][CH:8]=2)[CH:5]=[CH:4][N:3]1[CH:13]1[CH2:18][CH2:17][N:16](C(OC(C)(C)C)=O)[CH2:15][CH2:14]1.[ClH:26].O1CCOCC1. (4) Given the product [Cl:1][C:2]1[CH:7]=[CH:6][C:5]([CH2:8][NH:9][C:10](=[O:27])[C:11]2[C:16]([CH:17]([CH3:19])[CH3:18])=[CH:15][C:14]([N:20]3[CH2:21][CH2:22][O:23][CH2:24][CH2:25]3)=[CH:13][C:12]=2[F:26])=[CH:4][CH:3]=1, predict the reactants needed to synthesize it. The reactants are: [Cl:1][C:2]1[CH:7]=[CH:6][C:5]([CH2:8][NH:9][C:10](=[O:27])[C:11]2[C:16]([C:17]([CH3:19])=[CH2:18])=[CH:15][C:14]([N:20]3[CH2:25][CH2:24][O:23][CH2:22][CH2:21]3)=[CH:13][C:12]=2[F:26])=[CH:4][CH:3]=1. (5) Given the product [F:36][C:35]1[CH:34]=[CH:33][C:16]([O:17][C:18]2[N:23]=[C:22]3[S:24][C:25]([NH:27][C:28]([CH:30]4[CH2:32][CH2:31]4)=[O:29])=[N:26][C:21]3=[CH:20][CH:19]=2)=[CH:15][C:14]=1[NH:13][C:1](=[O:12])[NH:53][CH2:52][C:48]1[CH:49]=[CH:50][CH:51]=[C:46]([C:45]([F:44])([F:54])[F:55])[CH:47]=1, predict the reactants needed to synthesize it. The reactants are: [C:1](=[O:12])(OC(Cl)(Cl)Cl)OC(Cl)(Cl)Cl.[NH2:13][C:14]1[CH:15]=[C:16]([CH:33]=[CH:34][C:35]=1[F:36])[O:17][C:18]1[N:23]=[C:22]2[S:24][C:25]([NH:27][C:28]([CH:30]3[CH2:32][CH2:31]3)=[O:29])=[N:26][C:21]2=[CH:20][CH:19]=1.C(N(CC)CC)C.[F:44][C:45]([F:55])([F:54])[C:46]1[CH:47]=[C:48]([CH2:52][NH2:53])[CH:49]=[CH:50][CH:51]=1.